This data is from Catalyst prediction with 721,799 reactions and 888 catalyst types from USPTO. The task is: Predict which catalyst facilitates the given reaction. (1) Reactant: CCN(CC1C=CC=CC=1)CC.C=CC1C=CC=CC=1.C=CC1C=CC(C=C)=CC=1.Cl.[N:32]1([CH2:38][CH2:39][CH2:40][O:41][C:42]2[CH:59]=[CH:58][C:45]([C:46]([N:48]3[CH2:56][C:55]4[C:50](=[CH:51][CH:52]=[C:53]([NH2:57])[CH:54]=4)[CH2:49]3)=[O:47])=[CH:44][CH:43]=2)[CH2:37][CH2:36][CH2:35][CH2:34][CH2:33]1.Br[CH2:61][CH2:62][CH2:63][C:64]([Cl:66])=[O:65]. Product: [ClH:66].[N:32]1([CH2:38][CH2:39][CH2:40][O:41][C:42]2[CH:43]=[CH:44][C:45]([C:46]([N:48]3[CH2:56][C:55]4[C:50](=[CH:51][CH:52]=[C:53]([N:57]5[CH2:61][CH2:62][CH2:63][C:64]5=[O:65])[CH:54]=4)[CH2:49]3)=[O:47])=[CH:58][CH:59]=2)[CH2:37][CH2:36][CH2:35][CH2:34][CH2:33]1. The catalyst class is: 2. (2) Reactant: C(OC([NH:11][C@H:12]([C:19]([NH:21][C:22]1[CH:23]=[C:24]([CH2:29][C@@H:30]([CH3:36])[C:31]([O:33][CH2:34][CH3:35])=[O:32])[CH:25]=[CH:26][C:27]=1[F:28])=[O:20])[CH:13]([C:15]([F:18])([F:17])[F:16])[CH3:14])=O)C1C=CC=CC=1. Product: [F:28][C:27]1[CH:26]=[CH:25][C:24]([CH2:29][C@@H:30]([CH3:36])[C:31]([O:33][CH2:34][CH3:35])=[O:32])=[CH:23][C:22]=1[NH:21][C:19](=[O:20])[C@H:12]([CH:13]([C:15]([F:18])([F:17])[F:16])[CH3:14])[NH2:11]. The catalyst class is: 791. (3) Reactant: [CH3:1][O:2][C:3]1[CH:26]=[CH:25][C:6]([CH2:7][S:8](/[CH:11]=[CH:12]/[C:13]2[C:18]([O:19][CH3:20])=[CH:17][C:16]([O:21][CH3:22])=[CH:15][C:14]=2[O:23][CH3:24])(=[O:10])=[O:9])=[CH:5][C:4]=1[N+:27]([O-])=O.S(S([O-])=O)([O-])=O.[Na+].[Na+].O. Product: [CH3:24][O:23][C:14]1[CH:15]=[C:16]([O:21][CH3:22])[CH:17]=[C:18]([O:19][CH3:20])[C:13]=1/[CH:12]=[CH:11]/[S:8]([CH2:7][C:6]1[CH:25]=[CH:26][C:3]([O:2][CH3:1])=[C:4]([NH2:27])[CH:5]=1)(=[O:10])=[O:9]. The catalyst class is: 95. (4) Reactant: [CH2:1]([O:3][C:4](=[O:26])[CH2:5][CH2:6][CH:7]([NH:18][C:19]([O:21][C:22]([CH3:25])([CH3:24])[CH3:23])=[O:20])[C:8]([N:10]1[CH2:14][CH2:13][CH2:12][CH:11]1[C:15](=O)[NH2:16])=[O:9])[CH3:2].N1C=CN=C1.P(Cl)(Cl)(Cl)=O. Product: [CH2:1]([O:3][C:4](=[O:26])[CH2:5][CH2:6][CH:7]([NH:18][C:19]([O:21][C:22]([CH3:25])([CH3:24])[CH3:23])=[O:20])[C:8]([N:10]1[CH2:14][CH2:13][CH2:12][CH:11]1[C:15]#[N:16])=[O:9])[CH3:2]. The catalyst class is: 17. (5) Reactant: [C:1]([O:5][C:6](=[O:26])[NH:7][C@H:8]([C:10](=O)[NH:11][C:12]1[CH:17]=[CH:16][CH:15]=[CH:14][C:13]=1[NH:18][CH:19]1[CH2:24][CH2:23][CH2:22][O:21][CH2:20]1)[CH3:9])([CH3:4])([CH3:3])[CH3:2]. Product: [C:1]([O:5][C:6](=[O:26])[NH:7][C@H:8]([C:10]1[N:18]([CH:19]2[CH2:24][CH2:23][CH2:22][O:21][CH2:20]2)[C:13]2[CH:14]=[CH:15][CH:16]=[CH:17][C:12]=2[N:11]=1)[CH3:9])([CH3:4])([CH3:3])[CH3:2]. The catalyst class is: 52. (6) Reactant: [NH2:1][C:2]1[C:7]2=[C:8]([C:14]3[CH:19]=[CH:18][C:17]([NH2:20])=[CH:16][CH:15]=3)[CH:9]=[C:10]([C:11](=[O:13])[CH3:12])[N:6]2[N:5]=[CH:4][N:3]=1.[F:21][C:22]([F:40])([F:39])[C:23]1[N:28]=[C:27]([NH:29][C:30](=O)[O:31]C2C=CC=CC=2)[CH:26]=[CH:25][CH:24]=1.C(N(CC)CC)C. Product: [C:11]([C:10]1[N:6]2[C:7]([C:2]([NH2:1])=[N:3][CH:4]=[N:5]2)=[C:8]([C:14]2[CH:19]=[CH:18][C:17]([NH:20][C:30]([NH:29][C:27]3[CH:26]=[CH:25][CH:24]=[C:23]([C:22]([F:39])([F:21])[F:40])[N:28]=3)=[O:31])=[CH:16][CH:15]=2)[CH:9]=1)(=[O:13])[CH3:12]. The catalyst class is: 623. (7) Reactant: [CH:1]1([CH2:7][C:8](Cl)=[O:9])[CH2:6][CH2:5][CH2:4][CH2:3][CH2:2]1.[NH4+:11].[OH-].C([O-])(O)=O.[Na+]. Product: [CH:1]1([CH2:7][C:8]([NH2:11])=[O:9])[CH2:6][CH2:5][CH2:4][CH2:3][CH2:2]1. The catalyst class is: 25. (8) Reactant: [Cl:1][C:2]1[CH:10]=[CH:9][C:5]([C:6]([NH2:8])=O)=[CH:4][N:3]=1.P(Cl)(Cl)(Cl)=O.Cl. Product: [Cl:1][C:2]1[N:3]=[CH:4][C:5]([C:6]#[N:8])=[CH:9][CH:10]=1. The catalyst class is: 17. (9) Reactant: [CH2:1]([O:8][C:9]1[C:14]([F:15])=[C:13](F)[CH:12]=[CH:11][C:10]=1[N+:17]([O-:19])=[O:18])[C:2]1[CH:7]=[CH:6][CH:5]=[CH:4][CH:3]=1.[CH3:20][S:21]([C:24]1[N:29]=[CH:28][C:27]([OH:30])=[CH:26][CH:25]=1)(=[O:23])=[O:22].C(=O)([O-])[O-].[K+].[K+]. Product: [CH2:1]([O:8][C:9]1[C:14]([F:15])=[C:13]([CH:12]=[CH:11][C:10]=1[N+:17]([O-:19])=[O:18])[O:30][C:27]1[CH:26]=[CH:25][C:24]([S:21]([CH3:20])(=[O:23])=[O:22])=[N:29][CH:28]=1)[C:2]1[CH:7]=[CH:6][CH:5]=[CH:4][CH:3]=1. The catalyst class is: 9.